This data is from Full USPTO retrosynthesis dataset with 1.9M reactions from patents (1976-2016). The task is: Predict the reactants needed to synthesize the given product. (1) Given the product [C:1]([O:5][C:6]([N:8]1[CH2:9][CH:10]([O:12][C:13]2[CH:18]=[C:17]([Cl:19])[CH:16]=[CH:15][C:14]=2[O:20][CH2:26][CH:23]2[CH2:24][CH2:25][O:21][CH2:22]2)[CH2:11]1)=[O:7])([CH3:4])([CH3:2])[CH3:3], predict the reactants needed to synthesize it. The reactants are: [C:1]([O:5][C:6]([N:8]1[CH2:11][CH:10]([O:12][C:13]2[CH:18]=[C:17]([Cl:19])[CH:16]=[CH:15][C:14]=2[OH:20])[CH2:9]1)=[O:7])([CH3:4])([CH3:3])[CH3:2].[O:21]1[CH2:25][CH2:24][CH:23]([CH2:26]O)[CH2:22]1.C(C=P(CCCC)(CCCC)CCCC)#N. (2) The reactants are: Br[C:2]1[CH:7]=[CH:6][C:5]([C@@H:8]([C:16]2[CH:21]=[CH:20][C:19]([F:22])=[CH:18][C:17]=2[F:23])[NH:9][S@:10]([C:12]([CH3:15])([CH3:14])[CH3:13])=[O:11])=[CH:4][CH:3]=1.[CH3:24][PH:25]([O-])([O-:29])[O:26][CH2:27][CH3:28].CCN(CC)CC. Given the product [F:23][C:17]1[CH:18]=[C:19]([F:22])[CH:20]=[CH:21][C:16]=1[C@@H:8]([NH:9][S@:10]([C:12]([CH3:15])([CH3:14])[CH3:13])=[O:11])[C:5]1[CH:6]=[CH:7][C:2]([P:25]([CH3:24])(=[O:29])[O:26][CH2:27][CH3:28])=[CH:3][CH:4]=1, predict the reactants needed to synthesize it. (3) Given the product [C:17]([NH:1][C:2]1[N:7]=[CH:6][C:5]([CH2:8][OH:9])=[CH:4][CH:3]=1)([C:18]1[CH:23]=[CH:22][CH:21]=[CH:20][CH:19]=1)([C:30]1[CH:31]=[CH:32][CH:33]=[CH:34][CH:35]=1)[C:24]1[CH:25]=[CH:26][CH:27]=[CH:28][CH:29]=1, predict the reactants needed to synthesize it. The reactants are: [NH2:1][C:2]1[N:7]=[CH:6][C:5]([CH2:8][OH:9])=[CH:4][CH:3]=1.C(N(CC)CC)C.[C:17](Cl)([C:30]1[CH:35]=[CH:34][CH:33]=[CH:32][CH:31]=1)([C:24]1[CH:29]=[CH:28][CH:27]=[CH:26][CH:25]=1)[C:18]1[CH:23]=[CH:22][CH:21]=[CH:20][CH:19]=1. (4) Given the product [CH3:17][C:2]([CH3:1])([C:12](=[O:16])[CH:13]([CH3:14])[CH3:15])[C:3]([O:5][CH2:6][C:7]([CH3:10])([CH3:11])[CH2:8][O:9][C:28](=[O:32])[C:29]([CH3:31])=[CH2:30])=[O:4], predict the reactants needed to synthesize it. The reactants are: [CH3:1][C:2]([CH3:17])([C:12](=[O:16])[CH:13]([CH3:15])[CH3:14])[C:3]([O:5][CH2:6][C:7]([CH3:11])([CH3:10])[CH2:8][OH:9])=[O:4].C(Cl)Cl.C(N(CC)CC)C.[C:28](Cl)(=[O:32])[C:29]([CH3:31])=[CH2:30]. (5) Given the product [NH2:11][C@@H:12]([CH2:34][S:35][CH2:36][C@H:37]([O:53][C:54](=[O:66])[NH:55][CH2:56][CH2:57][CH2:58][CH2:59][CH2:60][CH2:61][CH2:62][CH2:63][CH2:64][CH3:65])[CH2:38][O:39][C:40](=[O:52])[NH:41][CH2:42][CH2:43][CH2:44][CH2:45][CH2:46][CH2:47][CH2:48][CH2:49][CH2:50][CH3:51])[C:13](=[O:33])[NH:14][CH2:15][CH2:16][O:17][CH2:18][CH2:19][O:20][CH2:21][CH2:22][O:23][CH2:24][CH2:25][C:26]([O:28][C:29]([CH3:32])([CH3:31])[CH3:30])=[O:27], predict the reactants needed to synthesize it. The reactants are: C(OC([NH:11][C@@H:12]([CH2:34][S:35][CH2:36][C@H:37]([O:53][C:54](=[O:66])[NH:55][CH2:56][CH2:57][CH2:58][CH2:59][CH2:60][CH2:61][CH2:62][CH2:63][CH2:64][CH3:65])[CH2:38][O:39][C:40](=[O:52])[NH:41][CH2:42][CH2:43][CH2:44][CH2:45][CH2:46][CH2:47][CH2:48][CH2:49][CH2:50][CH3:51])[C:13](=[O:33])[NH:14][CH2:15][CH2:16][O:17][CH2:18][CH2:19][O:20][CH2:21][CH2:22][O:23][CH2:24][CH2:25][C:26]([O:28][C:29]([CH3:32])([CH3:31])[CH3:30])=[O:27])=O)C1C=CC=CC=1.C([O-])=O.[NH4+].CO.O. (6) Given the product [NH:1]1[CH:5]=[C:4]([C:10]2[CH:11]=[CH:12][C:13]3[N:14]([CH:16]=[N:17][N:18]=3)[CH:15]=2)[CH:3]=[N:2]1, predict the reactants needed to synthesize it. The reactants are: [NH:1]1[CH:5]=[C:4](B(O)O)[CH:3]=[N:2]1.Br[C:10]1[CH:11]=[CH:12][C:13]2[N:14]([CH:16]=[N:17][N:18]=2)[CH:15]=1.CS(C)=O.C(=O)([O-])[O-].[Na+].[Na+]. (7) Given the product [N:14]1[CH:15]=[CH:16][N:17]=[CH:18][C:13]=1[CH:8]1[CH2:7][CH2:6][C:5]2[C:10](=[CH:11][CH:12]=[C:3]([OH:2])[CH:4]=2)[O:9]1, predict the reactants needed to synthesize it. The reactants are: C[O:2][C:3]1[CH:4]=[C:5]2[C:10](=[CH:11][CH:12]=1)[O:9][CH:8]([C:13]1[CH:18]=[N:17][CH:16]=[CH:15][N:14]=1)[CH2:7][CH2:6]2.B(Br)(Br)Br. (8) Given the product [CH3:26][C:7]1[C:8]([N:10]2[C:22]3[C:21]4[CH:20]=[C:19]([C:36]5[CH:37]=[N:38][C:33]([N:28]6[CH2:29][CH2:30][CH2:31][CH2:32]6)=[N:34][CH:35]=5)[CH:18]=[CH:17][C:16]=4[N:15]=[CH:14][C:13]=3[N:12]([CH3:24])[C:11]2=[O:25])=[CH:9][N:5]([CH2:4][C:3]([OH:2])=[O:27])[N:6]=1, predict the reactants needed to synthesize it. The reactants are: C[O:2][C:3](=[O:27])[CH2:4][N:5]1[CH:9]=[C:8]([N:10]2[C:22]3[C:21]4[CH:20]=[C:19](Br)[CH:18]=[CH:17][C:16]=4[N:15]=[CH:14][C:13]=3[N:12]([CH3:24])[C:11]2=[O:25])[C:7]([CH3:26])=[N:6]1.[N:28]1([C:33]2[N:38]=[CH:37][C:36](B3OC(C)(C)C(C)(C)O3)=[CH:35][N:34]=2)[CH2:32][CH2:31][CH2:30][CH2:29]1. (9) Given the product [OH:27][C@H:28]([C@@H:32]([OH:36])[C:33]([OH:35])=[O:34])[C:29]([OH:31])=[O:30].[F:26][C:2]([F:1])([F:25])[O:3][C:4]1[CH:5]=[CH:6][C:7]([N:10]2[CH:14]=[N:13][C:12]([C:15]3[CH:20]=[CH:19][C:18]([CH2:21][C@@H:22]([NH2:24])[CH3:23])=[CH:17][CH:16]=3)=[N:11]2)=[CH:8][CH:9]=1, predict the reactants needed to synthesize it. The reactants are: [F:1][C:2]([F:26])([F:25])[O:3][C:4]1[CH:9]=[CH:8][C:7]([N:10]2[CH:14]=[N:13][C:12]([C:15]3[CH:20]=[CH:19][C:18]([CH2:21][CH:22]([NH2:24])[CH3:23])=[CH:17][CH:16]=3)=[N:11]2)=[CH:6][CH:5]=1.[OH:27][C@H:28]([C@@H:32]([OH:36])[C:33]([OH:35])=[O:34])[C:29]([OH:31])=[O:30]. (10) Given the product [Br:1][C:2]1[CH:18]=[CH:17][C:5]2[N:6]=[C:7]([NH:9][C:10]([NH:12][CH2:26][CH2:25][CH2:29][N:19]3[CH2:24][CH2:23][NH:22][CH2:21][CH2:20]3)=[O:11])[S:8][C:4]=2[CH:3]=1, predict the reactants needed to synthesize it. The reactants are: [Br:1][C:2]1[CH:18]=[CH:17][C:5]2[N:6]=[C:7]([N:9](CCCCl)[C:10]([NH2:12])=[O:11])[S:8][C:4]=2[CH:3]=1.[NH:19]1[CH2:24][CH2:23][NH:22][CH2:21][CH2:20]1.[CH2:25]1[CH2:29]OC[CH2:26]1.CCO.